Dataset: Full USPTO retrosynthesis dataset with 1.9M reactions from patents (1976-2016). Task: Predict the reactants needed to synthesize the given product. Given the product [CH2:1]([O:8][C:9]1[CH:14]=[CH:13][C:12]([CH2:15][CH:16]([O:22][CH2:24][CH2:25][CH2:26][CH2:27][CH2:28][CH3:29])[C:17]([O:19][CH2:20][CH3:21])=[O:18])=[CH:11][CH:10]=1)[C:2]1[CH:7]=[CH:6][CH:5]=[CH:4][CH:3]=1, predict the reactants needed to synthesize it. The reactants are: [CH2:1]([O:8][C:9]1[CH:14]=[CH:13][C:12]([CH2:15][CH:16]([OH:22])[C:17]([O:19][CH2:20][CH3:21])=[O:18])=[CH:11][CH:10]=1)[C:2]1[CH:7]=[CH:6][CH:5]=[CH:4][CH:3]=1.Br[CH2:24][CH2:25][CH2:26][CH2:27][CH2:28][CH3:29].